This data is from Catalyst prediction with 721,799 reactions and 888 catalyst types from USPTO. The task is: Predict which catalyst facilitates the given reaction. (1) Reactant: [I:1][C:2]1[N:3]=[N:4][C:5](I)=[CH:6][CH:7]=1.[CH2:9]([O:16]CC1C=CC=CC=1)[C:10]1[CH:15]=[CH:14][CH:13]=[CH:12][CH:11]=1.[Na]. Product: [CH2:9]([O:16][C:5]1[N:4]=[N:3][C:2]([I:1])=[CH:7][CH:6]=1)[C:10]1[CH:15]=[CH:14][CH:13]=[CH:12][CH:11]=1. The catalyst class is: 11. (2) Reactant: O[CH:2]=[C:3]1[C:11]2[C:6](=[CH:7][C:8]([C:12]([C:14]3[CH:19]=[CH:18][C:17]([NH:20][C:21]([C:23]4[N:24]([CH2:29][CH3:30])[N:25]=[C:26]([CH3:28])[CH:27]=4)=[O:22])=[CH:16][CH:15]=3)=[O:13])=[CH:9][CH:10]=2)[NH:5][C:4]1=[O:31].[CH3:32][N:33]1[CH2:38][CH2:37][N:36]([C:39]2[CH:44]=[CH:43][C:42]([NH2:45])=[CH:41][CH:40]=2)[CH2:35][CH2:34]1. Product: [CH3:32][N:33]1[CH2:34][CH2:35][N:36]([C:39]2[CH:44]=[CH:43][C:42]([NH:45][CH:2]=[C:3]3[C:11]4[C:6](=[CH:7][C:8]([C:12]([C:14]5[CH:15]=[CH:16][C:17]([NH:20][C:21]([C:23]6[N:24]([CH2:29][CH3:30])[N:25]=[C:26]([CH3:28])[CH:27]=6)=[O:22])=[CH:18][CH:19]=5)=[O:13])=[CH:9][CH:10]=4)[NH:5][C:4]3=[O:31])=[CH:41][CH:40]=2)[CH2:37][CH2:38]1. The catalyst class is: 1. (3) Reactant: I[C:2]1[C:10]2[C:5](=[CH:6][CH:7]=[C:8]([NH:11][C:12](=[O:24])[CH:13]([N:19]3[CH2:23][CH2:22][CH2:21][CH2:20]3)[C:14]3[CH:18]=[CH:17][S:16][CH:15]=3)[CH:9]=2)[NH:4][N:3]=1.[CH3:25][O:26][C:27]1[CH:32]=[C:31](B2OC(C)(C)C(C)(C)O2)[CH:30]=[CH:29][C:28]=1[N:42]1[CH2:47][CH2:46][N:45]([CH3:48])[CH2:44][CH2:43]1.C([O-])([O-])=O.[Na+].[Na+]. Product: [CH3:25][O:26][C:27]1[CH:32]=[C:31]([C:2]2[C:10]3[C:5](=[CH:6][CH:7]=[C:8]([NH:11][C:12](=[O:24])[CH:13]([N:19]4[CH2:23][CH2:22][CH2:21][CH2:20]4)[C:14]4[CH:18]=[CH:17][S:16][CH:15]=4)[CH:9]=3)[NH:4][N:3]=2)[CH:30]=[CH:29][C:28]=1[N:42]1[CH2:43][CH2:44][N:45]([CH3:48])[CH2:46][CH2:47]1. The catalyst class is: 780. (4) The catalyst class is: 553. Product: [Cl:28][C:25]1[CH:26]=[CH:27][C:22]([C:21]2[C:15]3[O:14][CH:13]([CH2:12][NH2:29])[CH2:17][C:16]=3[CH:18]=[CH:19][CH:20]=2)=[CH:23][CH:24]=1. Reactant: CC1C=CC(S(O[CH2:12][CH:13]2[CH2:17][C:16]3[CH:18]=[CH:19][CH:20]=[C:21]([C:22]4[CH:27]=[CH:26][C:25]([Cl:28])=[CH:24][CH:23]=4)[C:15]=3[O:14]2)(=O)=O)=CC=1.[N-:29]=[N+]=[N-].[Na+].N(CC1CC2C=C(Cl)C=C(C3C=CSC=3)C=2O1)=[N+]=[N-].N(CC1CC2C=CC=C(C3C=CC(F)=CC=3)C=2O1)=[N+]=[N-].[N-]=[N+]=[N-]. (5) Product: [C:1]1([O:7][C:8](=[O:34])[N:9]([C:19]2[CH:24]=[C:23]([O:25][C:26]3[CH:31]=[CH:30][C:29]([NH:32][C:48]([C:45]4([C:43](=[O:44])[NH:42][C:39]5[CH:38]=[CH:37][C:36]([F:35])=[CH:41][CH:40]=5)[CH2:46][CH2:47]4)=[O:49])=[CH:28][C:27]=3[F:33])[CH:22]=[CH:21][N:20]=2)[C:10]([O:12][C:13]2[CH:14]=[CH:15][CH:16]=[CH:17][CH:18]=2)=[O:11])[CH:2]=[CH:3][CH:4]=[CH:5][CH:6]=1. Reactant: [C:1]1([O:7][C:8](=[O:34])[N:9]([C:19]2[CH:24]=[C:23]([O:25][C:26]3[CH:31]=[CH:30][C:29]([NH2:32])=[CH:28][C:27]=3[F:33])[CH:22]=[CH:21][N:20]=2)[C:10]([O:12][C:13]2[CH:18]=[CH:17][CH:16]=[CH:15][CH:14]=2)=[O:11])[CH:6]=[CH:5][CH:4]=[CH:3][CH:2]=1.[F:35][C:36]1[CH:41]=[CH:40][C:39]([NH:42][C:43]([C:45]2([C:48](O)=[O:49])[CH2:47][CH2:46]2)=[O:44])=[CH:38][CH:37]=1.C(N(CC)CC)C.F[P-](F)(F)(F)(F)F.N1(O[P+](N(C)C)(N(C)C)N(C)C)C2C=CC=CC=2N=N1. The catalyst class is: 9. (6) Reactant: O[CH2:2][C:3]1[CH:16]=[CH:15][C:6]([CH2:7][N:8]2[CH:13]=[CH:12][CH:11]=[CH:10][C:9]2=[O:14])=[CH:5][CH:4]=1.N12CCCN=C1CCCCC2.C1(P([N:42]=[N+:43]=[N-:44])(C2C=CC=CC=2)=O)C=CC=CC=1. Product: [N:42]([CH2:2][C:3]1[CH:16]=[CH:15][C:6]([CH2:7][N:8]2[CH:13]=[CH:12][CH:11]=[CH:10][C:9]2=[O:14])=[CH:5][CH:4]=1)=[N+:43]=[N-:44]. The catalyst class is: 31. (7) Reactant: [CH3:1][O:2][C:3](=[O:11])[C:4]1[CH:9]=[CH:8][C:7](Cl)=[N:6][CH:5]=1.C(=O)([O-])[O-].[K+].[K+].[OH:18][C:19]1[CH:20]=[C:21]([O:33][CH:34]([CH3:36])[CH3:35])[CH:22]=[C:23]([CH:32]=1)[C:24]([NH:26][C:27]1[S:28][CH:29]=[CH:30][N:31]=1)=[O:25].O. Product: [CH3:1][O:2][C:3](=[O:11])[C:4]1[CH:9]=[CH:8][C:7]([O:18][C:19]2[CH:32]=[C:23]([C:24](=[O:25])[NH:26][C:27]3[S:28][CH:29]=[CH:30][N:31]=3)[CH:22]=[C:21]([O:33][CH:34]([CH3:36])[CH3:35])[CH:20]=2)=[N:6][CH:5]=1. The catalyst class is: 42.